This data is from Forward reaction prediction with 1.9M reactions from USPTO patents (1976-2016). The task is: Predict the product of the given reaction. (1) Given the reactants [CH3:1][C:2]1C=NNC=1.C(=O)CC.[CH:11]([O:18][CH2:19][CH3:20])([O:15][CH2:16][CH3:17])OCC.[N+]([O-])([O-])=O.[NH4+], predict the reaction product. The product is: [CH2:19]([O:18][CH:11]([O:15][CH2:16][CH3:17])[CH2:1][CH3:2])[CH3:20]. (2) Given the reactants C(OC[N:9]1[CH:13]=[C:12]([CH2:14][O:15][C:16]2[CH:17]=[N:18][C:19]([N:22]3[CH:26]=[N:25][N:24]=[N:23]3)=[CH:20][CH:21]=2)[N:11]=[N:10]1)(=O)C(C)(C)C.[OH-].[Na+].Cl, predict the reaction product. The product is: [N:9]1[NH:10][N:11]=[C:12]([CH2:14][O:15][C:16]2[CH:21]=[CH:20][C:19]([N:22]3[CH:26]=[N:25][N:24]=[N:23]3)=[N:18][CH:17]=2)[CH:13]=1. (3) Given the reactants [CH2:1]([C:3]([C:6]1[C:11]2[N:12]([CH3:25])[C:13]([CH2:15][C:16]3[C:21]([CH3:22])=[CH:20][C:19]([CH3:23])=[CH:18][C:17]=3[CH3:24])=[N:14][C:10]=2[CH:9]=[CH:8][CH:7]=1)=[CH:4][CH3:5])[CH3:2].C(O)(=O)C.C(=O)(O)[O-].[Na+], predict the reaction product. The product is: [CH2:1]([CH:3]([C:6]1[C:11]2[N:12]([CH3:25])[C:13]([CH2:15][C:16]3[C:17]([CH3:24])=[CH:18][C:19]([CH3:23])=[CH:20][C:21]=3[CH3:22])=[N:14][C:10]=2[CH:9]=[CH:8][CH:7]=1)[CH2:4][CH3:5])[CH3:2]. (4) The product is: [NH2:7][CH:8]1[C:17]2[C:12](=[CH:13][CH:14]=[C:15]([C:18]3[CH:19]=[CH:20][C:21]([C:24]([F:26])([F:27])[F:25])=[CH:22][CH:23]=3)[CH:16]=2)[N:11]([C:28]2[CH:33]=[CH:32][C:31]([C:34]3[NH:38][C:37](=[O:39])[O:36][N:35]=3)=[C:30]([Cl:40])[CH:29]=2)[CH2:10][CH2:9]1. Given the reactants C(OC(=O)[NH:7][CH:8]1[C:17]2[C:12](=[CH:13][CH:14]=[C:15]([C:18]3[CH:23]=[CH:22][C:21]([C:24]([F:27])([F:26])[F:25])=[CH:20][CH:19]=3)[CH:16]=2)[N:11]([C:28]2[CH:33]=[CH:32][C:31]([C:34]3[NH:38][C:37](=[O:39])[O:36][N:35]=3)=[C:30]([Cl:40])[CH:29]=2)[CH2:10][CH2:9]1)(C)(C)C.FC(F)(F)C(O)=O, predict the reaction product. (5) Given the reactants [CH3:1][C:2]([S:5]([NH2:7])=[O:6])([CH3:4])[CH3:3].[F:8][C:9]([F:24])([F:23])[CH2:10][O:11][C:12]1[CH:21]=[CH:20][CH:19]=[C:18]2[C:13]=1[CH2:14][CH2:15][CH2:16][C:17]2=O, predict the reaction product. The product is: [CH3:1][C:2]([S@:5](/[N:7]=[C:17]1/[CH2:16][CH2:15][CH2:14][C:13]2[C:18]/1=[CH:19][CH:20]=[CH:21][C:12]=2[O:11][CH2:10][C:9]([F:8])([F:23])[F:24])=[O:6])([CH3:4])[CH3:3]. (6) Given the reactants OC1CCNCC1.BrC1SC(C=O)=CC=1.[OH:16][CH:17]1[CH2:22][CH2:21][N:20]([C:23]2[S:27][C:26]([CH:28]=O)=[CH:25][CH:24]=2)[CH2:19][CH2:18]1.[CH3:30][O:31][C:32]1[CH:33]=[C:34]([CH:38]=[CH:39][C:40]=1[O:41][CH3:42])[CH2:35][C:36]#[N:37], predict the reaction product. The product is: [CH3:30][O:31][C:32]1[CH:33]=[C:34](/[C:35](=[CH:28]/[C:26]2[S:27][C:23]([N:20]3[CH2:19][CH2:18][CH:17]([OH:16])[CH2:22][CH2:21]3)=[CH:24][CH:25]=2)/[C:36]#[N:37])[CH:38]=[CH:39][C:40]=1[O:41][CH3:42]. (7) Given the reactants [Cl:1][C:2]1[CH:7]=[CH:6][C:5]([C:8]2[C:9]3[C:25]([CH3:26])=[C:24]([CH3:27])[S:23][C:10]=3[C:11]3[C:21]([CH3:22])=[N:20][O:19][C:12]=3[C@H:13]([CH2:15][C:16]([OH:18])=[O:17])[N:14]=2)=[CH:4][CH:3]=1.ClC1C=CC(C(C2C(C)=C(C)SC=2C2C(C)=NOC=2[C@H](N[S@@](C(C)(C)C)=O)CC(OC(C)(C)C)=O)=O)=CC=1, predict the reaction product. The product is: [Cl:1][C:2]1[CH:7]=[CH:6][C:5]([C:8]2[C:9]3[C:25]([CH3:26])=[C:24]([CH3:27])[S:23][C:10]=3[C:11]3[C:21]([CH3:22])=[N:20][O:19][C:12]=3[C@@H:13]([CH2:15][C:16]([OH:18])=[O:17])[N:14]=2)=[CH:4][CH:3]=1.